This data is from Merck oncology drug combination screen with 23,052 pairs across 39 cell lines. The task is: Regression. Given two drug SMILES strings and cell line genomic features, predict the synergy score measuring deviation from expected non-interaction effect. Drug 1: CN1C(=O)C=CC2(C)C3CCC4(C)C(NC(=O)OCC(F)(F)F)CCC4C3CCC12. Drug 2: Cn1c(=O)n(-c2ccc(C(C)(C)C#N)cc2)c2c3cc(-c4cnc5ccccc5c4)ccc3ncc21. Cell line: SW837. Synergy scores: synergy=17.3.